This data is from Reaction yield outcomes from USPTO patents with 853,638 reactions. The task is: Predict the reaction yield, written as a fraction of the theoretical maximum amount of product (1.0 means a 100% yield; for example, 0.34 means a 34% yield). (1) The reactants are ClC1[C:7]([C:8]([NH2:10])=O)=[CH:6][N:5]=C(Cl)C=1.F[C:13](F)(F)[C:14]1[CH:15]=[C:16]([CH:26]=[CH:27][CH:28]=1)OOC1C=CC(O)=CC=1.[C:31](OC(=O)N[C@H]1CCNC1)(C)(C)[CH3:32].C(O)(=[O:47])C=C.[C:49]([C:52]1[CH:53]=[CH:54][C:55]([C:72]2[CH2:77][CH2:76][N:75]([C:78]([O:80]C(C)(C)C)=O)[CH2:74]C=2)=[N:56][C:57]=1NC1C=CC(CCN2CCCC2)=CC=1)(=[O:51])[NH2:50]. No catalyst specified. The product is [C:78]([N:75]1[CH2:76][CH2:77][CH:72]([C:55]2[CH:54]=[C:53]([O:47][C:7]3[CH:8]=[N:10][N:5]([CH2:13][C:14]4[CH:28]=[CH:27][CH:26]=[CH:16][CH:15]=4)[CH:6]=3)[C:52]([C:49]([NH2:50])=[O:51])=[CH:57][N:56]=2)[CH2:74]1)(=[O:80])[CH:31]=[CH2:32]. The yield is 0.435. (2) The reactants are Br[C:2]1[CH:7]=[C:6]([Cl:8])[CH:5]=[CH:4][C:3]=1[O:9][CH3:10].[C:11]1([OH:17])[CH:16]=[CH:15][CH:14]=[CH:13][CH:12]=1.C(=O)([O-])[O-].[Cs+].[Cs+].CC(C)(C(=O)CC(=O)C(C)(C)C)C. The catalyst is CN1CCCC1=O.[Cu]Cl. The product is [Cl:8][C:6]1[CH:5]=[CH:4][C:3]([O:9][CH3:10])=[C:2]([O:17][C:11]2[CH:16]=[CH:15][CH:14]=[CH:13][CH:12]=2)[CH:7]=1. The yield is 0.880. (3) The reactants are [CH2:1]([C:5]1[N:6]=[C:7]([CH3:27])[NH:8][C:9](=[O:26])[C:10]=1[CH2:11][C:12]1[CH:17]=[CH:16][C:15]([C:18]2[C:19]([C:24]#[N:25])=[CH:20][CH:21]=[CH:22][CH:23]=2)=[CH:14][CH:13]=1)[CH2:2][CH2:3][CH3:4].[H-].[Na+].CN(C)C=O.Br[CH2:36][C:37]([C:39]1[CH:44]=[CH:43][CH:42]=[CH:41][CH:40]=1)=[O:38]. The catalyst is C(OCC)(=O)C. The product is [CH2:1]([C:5]1[N:6]=[C:7]([CH3:27])[N:8]([CH2:36][C:37](=[O:38])[C:39]2[CH:44]=[CH:43][CH:42]=[CH:41][CH:40]=2)[C:9](=[O:26])[C:10]=1[CH2:11][C:12]1[CH:17]=[CH:16][C:15]([C:18]2[C:19]([C:24]#[N:25])=[CH:20][CH:21]=[CH:22][CH:23]=2)=[CH:14][CH:13]=1)[CH2:2][CH2:3][CH3:4]. The yield is 0.430. (4) The reactants are Br[C:2]1[CH:7]=[CH:6][C:5]([CH:8]([N:10]2[CH2:15][CH2:14][N:13]([C:16]3[O:17][C:18]([CH3:21])=[N:19][N:20]=3)[CH2:12][CH2:11]2)[CH3:9])=[CH:4][CH:3]=1.C(Cl)Cl.C([O-])(=O)C.[K+].[B:30]1([B:30]2[O:34][C:33]([CH3:36])([CH3:35])[C:32]([CH3:38])([CH3:37])[O:31]2)[O:34][C:33]([CH3:36])([CH3:35])[C:32]([CH3:38])([CH3:37])[O:31]1. The catalyst is O1CCOCC1.C1C=CC(P(C2C=CC=CC=2)[C-]2C=CC=C2)=CC=1.C1C=CC(P(C2C=CC=CC=2)[C-]2C=CC=C2)=CC=1.Cl[Pd]Cl.[Fe+2]. The product is [CH3:21][C:18]1[O:17][C:16]([N:13]2[CH2:14][CH2:15][N:10]([CH:8]([C:5]3[CH:6]=[CH:7][C:2]([B:30]4[O:34][C:33]([CH3:36])([CH3:35])[C:32]([CH3:38])([CH3:37])[O:31]4)=[CH:3][CH:4]=3)[CH3:9])[CH2:11][CH2:12]2)=[N:20][N:19]=1. The yield is 0.250. (5) The reactants are NCC1CCNCC1.[NH2:9][CH2:10][CH:11]1[CH2:16][CH2:15][N:14]([C:17]([O:19][C:20]([CH3:23])([CH3:22])[CH3:21])=[O:18])[CH2:13][CH2:12]1.C(OCC)(=O)C.[ClH:30]. The catalyst is C(OCC)(=O)C. The product is [ClH:30].[NH2:9][CH2:10][CH:11]1[CH2:16][CH2:15][N:14]([C:17]([O:19][C:20]([CH3:23])([CH3:22])[CH3:21])=[O:18])[CH2:13][CH2:12]1. The yield is 0.820.